From a dataset of Reaction yield outcomes from USPTO patents with 853,638 reactions. Predict the reaction yield, written as a fraction of the theoretical maximum amount of product (1.0 means a 100% yield; for example, 0.34 means a 34% yield). (1) The reactants are C([Li])CCC.B(OC(C)C)(OC(C)C)OC(C)C.Br[C:20]1[CH:25]=[CH:24][C:23]([S:26]([N:29]2[CH2:33][CH2:32][CH2:31][CH2:30]2)(=[O:28])=[O:27])=[CH:22][CH:21]=1.[ClH:34].C(=O)([O-])[O-].[Na+].[Na+].[NH2:41][C:42]1[C:43]([C:49]([NH:51][CH2:52][CH2:53][N:54]2[CH2:59][CH2:58][O:57][CH2:56][CH2:55]2)=[O:50])=[N:44][C:45](Br)=[CH:46][N:47]=1. The catalyst is O1CCCC1.CO.C1C=CC(P(C2C=CC=CC=2)[C-]2C=CC=C2)=CC=1.C1C=CC(P(C2C=CC=CC=2)[C-]2C=CC=C2)=CC=1.Cl[Pd]Cl.[Fe+2]. The product is [ClH:34].[NH2:41][C:42]1[C:43]([C:49]([NH:51][CH2:52][CH2:53][N:54]2[CH2:59][CH2:58][O:57][CH2:56][CH2:55]2)=[O:50])=[N:44][C:45]([C:20]2[CH:25]=[CH:24][C:23]([S:26]([N:29]3[CH2:33][CH2:32][CH2:31][CH2:30]3)(=[O:28])=[O:27])=[CH:22][CH:21]=2)=[CH:46][N:47]=1. The yield is 0.260. (2) The reactants are BrC([C:4]1[C:9]2=[N:10][O:11][N:12]=[C:8]2[CH:7]=[CH:6][CH:5]=1)Br.C[CH2:14][OH:15]. The catalyst is O. The product is [CH:14]([C:6]1[CH:5]=[CH:4][C:9]2[C:8]([CH:7]=1)=[N:12][O:11][N:10]=2)=[O:15]. The yield is 0.780. (3) The reactants are CN(C)C=O.C(=O)([O-])[O-].[K+].[K+].I[C:13]1[C:18]([O:19][C:20]2[C:29]3[C:24](=[CH:25][C:26]([O:32][CH3:33])=[C:27]([O:30][CH3:31])[CH:28]=3)[N:23]=[CH:22][CH:21]=2)=[CH:17][CH:16]=[C:15]([CH3:34])[N:14]=1.B(O)(O)[C:36]1[CH:41]=[CH:40][CH:39]=[C:38]([C:42]([NH2:44])=[O:43])[CH:37]=1. The catalyst is O. The product is [CH3:31][O:30][C:27]1[CH:28]=[C:29]2[C:24](=[CH:25][C:26]=1[O:32][CH3:33])[N:23]=[CH:22][CH:21]=[C:20]2[O:19][C:18]1[C:13]([C:36]2[CH:37]=[C:38]([CH:39]=[CH:40][CH:41]=2)[C:42]([NH2:44])=[O:43])=[N:14][C:15]([CH3:34])=[CH:16][CH:17]=1. The yield is 1.00. (4) The reactants are [NH2:1][C:2]1[C:11]2[C:6](=[C:7](I)[C:8]([O:12][CH3:13])=[CH:9][CH:10]=2)[N:5]=[N:4][C:3]=1[C:15]([NH:17][CH2:18][CH2:19][CH3:20])=[O:16].[C:21]1(B(O)O)[CH:26]=[CH:25][CH:24]=[CH:23][CH:22]=1. No catalyst specified. The product is [NH2:1][C:2]1[C:11]2[C:6](=[C:7]([C:21]3[CH:26]=[CH:25][CH:24]=[CH:23][CH:22]=3)[C:8]([O:12][CH3:13])=[CH:9][CH:10]=2)[N:5]=[N:4][C:3]=1[C:15]([NH:17][CH2:18][CH2:19][CH3:20])=[O:16]. The yield is 0.520.